Dataset: Full USPTO retrosynthesis dataset with 1.9M reactions from patents (1976-2016). Task: Predict the reactants needed to synthesize the given product. (1) Given the product [CH2:1]([N:7]1[CH2:12][CH:11]2[CH:9]([C:10]2([C:14]2[CH:19]=[CH:18][CH:17]=[C:16]([C:20]3[NH:24][CH:23]=[N:22][CH:21]=3)[CH:15]=2)[CH3:13])[CH2:8]1)[CH2:2][CH2:3][CH2:4][CH2:5][CH3:6], predict the reactants needed to synthesize it. The reactants are: [CH2:1]([N:7]1[CH2:12][CH:11]2[CH:9]([C:10]2([C:14]2[CH:19]=[CH:18][CH:17]=[C:16]([C:20]3[NH:24][CH:23]=[N:22][CH:21]=3)[CH:15]=2)[CH3:13])[C:8]1=O)[CH2:2][CH2:3][CH2:4][CH2:5][CH3:6].[H-].[Al+3].[Li+].[H-].[H-].[H-].C(OCC)(=O)C.C(=O)([O-])O.[Na+]. (2) Given the product [CH2:32]([N:14]([CH2:12][CH3:13])[CH2:15][CH2:16][CH2:17][NH:18][C:19]([C:21]1[NH:22][C:23]([CH:30]=[C:5]2[C:4]3[C:8](=[CH:9][CH:10]=[C:2]([Br:1])[CH:3]=3)[NH:7][C:6]2=[O:11])=[C:24]2[C:29]=1[CH2:28][CH2:27][CH2:26][CH2:25]2)=[O:20])[CH3:33], predict the reactants needed to synthesize it. The reactants are: [Br:1][C:2]1[CH:3]=[C:4]2[C:8](=[CH:9][CH:10]=1)[NH:7][C:6](=[O:11])[CH2:5]2.[CH2:12]([N:14]([CH2:32][CH3:33])[CH2:15][CH2:16][CH2:17][NH:18][C:19]([C:21]1[NH:22][C:23]([CH:30]=O)=[C:24]2[C:29]=1[CH2:28][CH2:27][CH2:26][CH2:25]2)=[O:20])[CH3:13]. (3) Given the product [F:1][C:2]1[CH:3]=[C:4]([CH:5]=[CH:6][CH:7]=1)[CH2:8][S:9]([CH2:12][CH2:13][NH:18][C@@H:15]([CH2:16][CH3:17])[CH3:14])(=[O:11])=[O:10], predict the reactants needed to synthesize it. The reactants are: [F:1][C:2]1[CH:7]=[CH:6][CH:5]=[C:4]([CH2:8][S:9]([CH:12]=[CH2:13])(=[O:11])=[O:10])[CH:3]=1.[CH3:14][C@@H:15]([NH2:18])[CH2:16][CH3:17]. (4) The reactants are: Cl[CH2:2][CH2:3][O:4][C:5]1[CH:10]=[CH:9][CH:8]=[C:7]([O:11][CH3:12])[CH:6]=1.[N:13]1[CH:18]=[CH:17][CH:16]=[C:15]([C:19]2[C:20]([N:25]3[CH2:30][CH2:29][NH:28][CH2:27][CH2:26]3)=[N:21][CH:22]=[CH:23][CH:24]=2)[CH:14]=1. Given the product [CH3:12][O:11][C:7]1[CH:6]=[C:5]([CH:10]=[CH:9][CH:8]=1)[O:4][CH2:3][CH2:2][N:28]1[CH2:29][CH2:30][N:25]([C:20]2[C:19]([C:15]3[CH:14]=[N:13][CH:18]=[CH:17][CH:16]=3)=[CH:24][CH:23]=[CH:22][N:21]=2)[CH2:26][CH2:27]1, predict the reactants needed to synthesize it. (5) Given the product [N:18]1([CH2:23][CH2:24][NH:25][C:26]([C:28]2[C:32]([CH3:33])=[C:31]([CH:34]=[C:10]3[C:9]4[C:13](=[CH:14][CH:15]=[CH:16][C:8]=4[C:4]4[CH:5]=[CH:6][CH:7]=[C:2]([F:1])[CH:3]=4)[NH:12][C:11]3=[O:17])[NH:30][C:29]=2[CH3:36])=[O:27])[CH2:22][CH2:21][CH2:20][CH2:19]1, predict the reactants needed to synthesize it. The reactants are: [F:1][C:2]1[CH:3]=[C:4]([C:8]2[CH:16]=[CH:15][CH:14]=[C:13]3[C:9]=2[CH2:10][C:11](=[O:17])[NH:12]3)[CH:5]=[CH:6][CH:7]=1.[N:18]1([CH2:23][CH2:24][NH:25][C:26]([C:28]2[C:32]([CH3:33])=[C:31]([CH:34]=O)[NH:30][C:29]=2[CH3:36])=[O:27])[CH2:22][CH2:21][CH2:20][CH2:19]1. (6) Given the product [CH3:1][O:2][C:3](=[O:14])[CH2:4][O:5][C:6]1[CH:11]=[CH:10][C:9]([F:12])=[C:8]2[C:7]=1[C:17](=[O:16])[C:18]([CH2:23][C:24]1[CH:29]=[CH:28][C:27]([Cl:30])=[CH:26][C:25]=1[F:31])=[C:19]([CH2:20][CH3:21])[NH:13]2, predict the reactants needed to synthesize it. The reactants are: [CH3:1][O:2][C:3](=[O:14])[CH2:4][O:5][C:6]1[CH:11]=[CH:10][C:9]([F:12])=[C:8]([NH2:13])[CH:7]=1.C[O:16][C:17](=O)[CH:18]([CH2:23][C:24]1[CH:29]=[CH:28][C:27]([Cl:30])=[CH:26][C:25]=1[F:31])[C:19](=O)[CH2:20][CH3:21].O1CCOCC1. (7) Given the product [CH3:1][N:2]1[CH:6]=[C:5]([C:7]2[S:15][C:14]3[C:13]([C:16]4[CH2:17][CH2:18][NH:19][CH2:20][CH:21]=4)=[N:12][CH:11]=[N:10][C:9]=3[CH:8]=2)[C:4]([CH3:29])=[N:3]1.[ClH:30], predict the reactants needed to synthesize it. The reactants are: [CH3:1][N:2]1[CH:6]=[C:5]([C:7]2[S:15][C:14]3[C:13]([C:16]4[CH2:17][CH2:18][N:19](C(OC(C)(C)C)=O)[CH2:20][CH:21]=4)=[N:12][CH:11]=[N:10][C:9]=3[CH:8]=2)[C:4]([CH3:29])=[N:3]1.[ClH:30].